Dataset: Full USPTO retrosynthesis dataset with 1.9M reactions from patents (1976-2016). Task: Predict the reactants needed to synthesize the given product. (1) Given the product [Br:15][CH2:13][C:11]1[C:10]([F:14])=[CH:9][C:3]([C:4]([O:6][CH2:7][CH3:8])=[O:5])=[C:2]([F:1])[CH:12]=1, predict the reactants needed to synthesize it. The reactants are: [F:1][C:2]1[CH:12]=[C:11]([CH3:13])[C:10]([F:14])=[CH:9][C:3]=1[C:4]([O:6][CH2:7][CH3:8])=[O:5].[Br:15]N1C(=O)CCC1=O.C(OOC(=O)C1C=CC=CC=1)(=O)C1C=CC=CC=1.S([O-])([O-])(=O)=S.[Na+].[Na+].C(N(CC)C(C)C)(C)C.P([O-])(OCC)(OCC)=O.Cl. (2) Given the product [CH:38]1([CH2:37][NH:36][C:33]([C@@H:12]2[CH2:11][C@@H:10]([NH:9][C:7]([C:5]3[S:6][C:2]([Cl:1])=[CH:3][CH:4]=3)=[O:8])[CH2:14][N:13]2[CH2:15][C:16](=[O:32])[NH:17][C:18]2[CH:23]=[CH:22][C:21]([N:24]3[CH:29]=[CH:28][CH:27]=[CH:26][C:25]3=[O:30])=[CH:20][C:19]=2[F:31])=[O:35])[CH2:40][CH2:39]1.[CH:38]1([CH2:37][NH:36][C:33]([C@H:12]2[CH2:11][C@@H:10]([NH:9][C:7]([C:5]3[S:6][C:2]([Cl:1])=[CH:3][CH:4]=3)=[O:8])[CH2:14][N:13]2[CH2:15][C:16](=[O:32])[NH:17][C:18]2[CH:23]=[CH:22][C:21]([N:24]3[CH:29]=[CH:28][CH:27]=[CH:26][C:25]3=[O:30])=[CH:20][C:19]=2[F:31])=[O:34])[CH2:40][CH2:39]1, predict the reactants needed to synthesize it. The reactants are: [Cl:1][C:2]1[S:6][C:5]([C:7]([NH:9][C@H:10]2[CH2:14][N:13]([CH2:15][C:16](=[O:32])[NH:17][C:18]3[CH:23]=[CH:22][C:21]([N:24]4[CH:29]=[CH:28][CH:27]=[CH:26][C:25]4=[O:30])=[CH:20][C:19]=3[F:31])[C@H:12]([C:33]([OH:35])=[O:34])[CH2:11]2)=[O:8])=[CH:4][CH:3]=1.[NH2:36][CH2:37][CH:38]1[CH2:40][CH2:39]1. (3) Given the product [C:12]1([CH3:13])[CH:11]=[CH:10][CH:9]=[CH:31][C:29]=1[O:30][C:14]1[CH:15]=[C:16]2[C:11]([CH2:17][CH2:10][CH2:9][NH:8]2)=[CH:12][CH:13]=1, predict the reactants needed to synthesize it. The reactants are: C(OC([N:8]1[C:16]2[C:11](=[CH:12][CH:13]=[CH:14][CH:15]=2)[C:10]([CH:17]=O)=[CH:9]1)=O)(C)(C)C.[BH-](O[C:29]([CH3:31])=[O:30])(OC(C)=O)OC(C)=O.[Na+].